This data is from Reaction yield outcomes from USPTO patents with 853,638 reactions. The task is: Predict the reaction yield, written as a fraction of the theoretical maximum amount of product (1.0 means a 100% yield; for example, 0.34 means a 34% yield). (1) The reactants are [NH2:1][C:2]1[C:7]([N+:8]([O-])=O)=[CH:6][C:5]([Cl:11])=[CH:4][C:3]=1[CH2:12][OH:13].CO.C(O)(=O)C. The catalyst is C(O)(C)C.[Ni].O.CO.O. The product is [NH2:1][C:2]1[C:7]([NH2:8])=[CH:6][C:5]([Cl:11])=[CH:4][C:3]=1[CH2:12][OH:13]. The yield is 0.840. (2) The reactants are [C:1]([C:3]1[CH:4]=[C:5]2[C:10](=[CH:11][CH:12]=1)[C:8](=[O:9])[O:7][CH2:6]2)#[N:2].[NH2:13][OH:14]. The catalyst is CCO. The product is [OH:14][N:13]=[C:1]([C:3]1[CH:4]=[C:5]2[C:10](=[CH:11][CH:12]=1)[C:8](=[O:9])[O:7][CH2:6]2)[NH2:2]. The yield is 0.862. (3) The reactants are [C:1]1([S:7]([C:10]2[C@H:17]3[C@H:15]([O:16]3)[C@H:14]([CH3:18])[C@H:13]([O:19][Si:20]([C:23]([CH3:26])([CH3:25])[CH3:24])([CH3:22])[CH3:21])[C@@H:12]([CH3:27])[CH:11]=2)(=[O:9])=[O:8])[CH:6]=[CH:5][CH:4]=[CH:3][CH:2]=1.C1COCC1.CC(C[AlH]CC(C)C)C. The catalyst is C1(C)C=CC=CC=1. The product is [C:1]1([S:7]([C:10]2[CH2:17][C@H:15]([OH:16])[C@H:14]([CH3:18])[C@H:13]([O:19][Si:20]([C:23]([CH3:26])([CH3:25])[CH3:24])([CH3:21])[CH3:22])[C@@H:12]([CH3:27])[CH:11]=2)(=[O:8])=[O:9])[CH:2]=[CH:3][CH:4]=[CH:5][CH:6]=1. The yield is 0.850. (4) The reactants are [CH3:1][O:2][C:3]1[N:4]=[CH:5][N:6]([CH3:10])[C:7]=1[CH2:8][NH2:9].[O-]S([O-])(=O)=O.[Na+].[Na+].[OH-].[K+].Br[CH2:21][CH2:22][CH2:23][C:24](Cl)=[O:25].[H-].[Na+]. The catalyst is C(Cl)Cl.[Br-].C([N+](CCCC)(CCCC)CCCC)CCC. The product is [CH3:1][O:2][C:3]1[N:4]=[CH:5][N:6]([CH3:10])[C:7]=1[CH2:8][N:9]1[CH2:21][CH2:22][CH2:23][C:24]1=[O:25]. The yield is 0.270. (5) The reactants are [CH2:1]([CH:3]1OC1)Cl.[CH2:6]([O:8][C:9]([CH:11]1[CH2:15][CH2:14][NH:13][C:12]1=[O:16])=[O:10])[CH3:7].C([O-])([O-])=O.[K+].[K+]. The catalyst is C(OCC)C.ClCCl. The product is [CH2:6]([O:8][C:9]([CH:11]1[CH2:15][CH2:14][N:13]=[C:12]1[O:16][CH2:1][CH3:3])=[O:10])[CH3:7]. The yield is 0.760. (6) The reactants are [OH:1][CH:2]1[CH2:7][CH2:6][NH:5][CH2:4][CH2:3]1.C(N(CC)CC)C.[C:15]([O:19][C:20](O[C:20]([O:19][C:15]([CH3:18])([CH3:17])[CH3:16])=[O:21])=[O:21])([CH3:18])([CH3:17])[CH3:16]. The catalyst is O1CCCC1. The product is [OH:1][CH:2]1[CH2:7][CH2:6][N:5]([C:20]([O:19][C:15]([CH3:18])([CH3:17])[CH3:16])=[O:21])[CH2:4][CH2:3]1. The yield is 0.940. (7) The reactants are B(Br)(Br)Br.[Br:5][C:6]1[CH:32]=[CH:31][C:9]([CH2:10][N:11]2[C:15]3[CH:16]=[CH:17][C:18]([O:20]C)=[CH:19][C:14]=3[N:13]=[C:12]2[CH2:22][C:23]([CH3:30])([CH3:29])[C:24]([O:26][CH2:27][CH3:28])=[O:25])=[CH:8][CH:7]=1. The catalyst is C(Cl)Cl. The product is [Br:5][C:6]1[CH:7]=[CH:8][C:9]([CH2:10][N:11]2[C:15]3[CH:16]=[CH:17][C:18]([OH:20])=[CH:19][C:14]=3[N:13]=[C:12]2[CH2:22][C:23]([CH3:29])([CH3:30])[C:24]([O:26][CH2:27][CH3:28])=[O:25])=[CH:31][CH:32]=1. The yield is 0.770. (8) The reactants are [CH3:1][O:2][C:3]1[CH:8]=[CH:7][CH:6]=[CH:5][C:4]=1[CH:9]1[CH2:14][CH2:13][NH:12][CH2:11][CH2:10]1.Cl[CH2:16][C:17]1[NH:18][C:19]2[CH:25]=[CH:24][CH:23]=[CH:22][C:20]=2[N:21]=1.C([O-])([O-])=O.[Cs+].[Cs+].O. The catalyst is CN(C=O)C. The product is [CH3:1][O:2][C:3]1[CH:8]=[CH:7][CH:6]=[CH:5][C:4]=1[CH:9]1[CH2:14][CH2:13][N:12]([CH2:16][C:17]2[NH:21][C:20]3[CH:22]=[CH:23][CH:24]=[CH:25][C:19]=3[N:18]=2)[CH2:11][CH2:10]1. The yield is 0.250. (9) The reactants are [CH2:1]([O:8][C:9]1[CH:18]=[C:17]2[C:12]([C:13]([OH:19])=[CH:14][CH:15]=[N:16]2)=[CH:11][C:10]=1[O:20][CH3:21])[C:2]1[CH:7]=[CH:6][CH:5]=[CH:4][CH:3]=1.N1C(C)=CC=CC=1C.C(=O)=O.[F:33][C:34]([F:40])([F:39])[S:35](Cl)(=[O:37])=[O:36]. The catalyst is CN(C)C1C=CN=CC=1.O.C(Cl)Cl. The product is [CH2:1]([O:8][C:9]1[CH:18]=[C:17]2[C:12]([C:13]([O:19][S:35]([C:34]([F:40])([F:39])[F:33])(=[O:37])=[O:36])=[CH:14][CH:15]=[N:16]2)=[CH:11][C:10]=1[O:20][CH3:21])[C:2]1[CH:3]=[CH:4][CH:5]=[CH:6][CH:7]=1. The yield is 0.838. (10) The reactants are [CH3:1][O:2][C:3]1[C:12]([CH3:13])=[C:11]2[C:6]([C:7]([O:22][CH:23]3[CH2:40][CH:39]4[N:25]([C:26](=[O:46])[N:27]([CH3:45])[CH2:28][CH2:29][CH2:30][CH2:31][CH:32]=[CH:33][CH:34]5[C:36]([C:42]([OH:44])=O)([NH:37][C:38]4=[O:41])[CH2:35]5)[CH2:24]3)=[N:8][C:9]([C:14]3[CH:19]=[CH:18][C:17]([O:20][CH3:21])=[CH:16][CH:15]=3)=[N:10]2)=[CH:5][CH:4]=1.CCN=C=NCCCN(C)C.[CH:58]1([S:61]([NH2:64])(=[O:63])=[O:62])[CH2:60][CH2:59]1.C1CCN2C(=NCCC2)CC1.C(O)(=O)CC(CC(O)=O)(C(O)=O)O. The catalyst is C(Cl)Cl. The product is [CH3:1][O:2][C:3]1[C:12]([CH3:13])=[C:11]2[C:6]([C:7]([O:22][CH:23]3[CH2:40][CH:39]4[N:25]([C:26](=[O:46])[N:27]([CH3:45])[CH2:28][CH2:29][CH2:30][CH2:31][CH:32]=[CH:33][CH:34]5[C:36]([C:42]([NH:64][S:61]([CH:58]6[CH2:60][CH2:59]6)(=[O:63])=[O:62])=[O:44])([NH:37][C:38]4=[O:41])[CH2:35]5)[CH2:24]3)=[N:8][C:9]([C:14]3[CH:15]=[CH:16][C:17]([O:20][CH3:21])=[CH:18][CH:19]=3)=[N:10]2)=[CH:5][CH:4]=1. The yield is 0.360.